Dataset: Forward reaction prediction with 1.9M reactions from USPTO patents (1976-2016). Task: Predict the product of the given reaction. (1) The product is: [CH3:38][C:36]1[C:31]2[NH:32][C:33](=[O:35])[O:34][C:30]=2[CH:29]=[C:28]([NH:27][C:23]2[CH:22]=[C:21]([NH:1][C:2]3[CH:3]=[C:4]4[C:17](=[CH:18][CH:19]=3)[CH2:16][C:6]3([C:14]5[C:9](=[N:10][CH:11]=[CH:12][CH:13]=5)[NH:8][C:7]3=[O:15])[CH2:5]4)[N:26]=[CH:25][N:24]=2)[CH:37]=1. Given the reactants [NH2:1][C:2]1[CH:3]=[C:4]2[C:17](=[CH:18][CH:19]=1)[CH2:16][C:6]1([C:14]3[C:9](=[N:10][CH:11]=[CH:12][CH:13]=3)[NH:8][C:7]1=[O:15])[CH2:5]2.Cl[C:21]1[N:26]=[CH:25][N:24]=[C:23]([NH:27][C:28]2[CH:37]=[C:36]([CH3:38])[C:31]3[NH:32][C:33](=[O:35])[O:34][C:30]=3[CH:29]=2)[CH:22]=1.C(=O)([O-])[O-].[K+].[K+].Cl, predict the reaction product. (2) Given the reactants [N-:1]=[N+]=[N-].[Na+].Cl[C:6]1[N:7]=[C:8]([NH:13][C:14]2[CH:19]=[CH:18][CH:17]=[CH:16][CH:15]=2)[S:9][C:10]=1[CH:11]=[O:12].O.[SH-].[Na+], predict the reaction product. The product is: [NH2:1][C:6]1[N:7]=[C:8]([NH:13][C:14]2[CH:19]=[CH:18][CH:17]=[CH:16][CH:15]=2)[S:9][C:10]=1[CH:11]=[O:12]. (3) Given the reactants C(C1C=C(C=CC=1)OC1OC=C(C(OCC)=O)N=1)(C)(C)C.[CH:22]([C:25]1[CH:26]=[CH:27][C:28]([CH3:32])=[C:29]([OH:31])[CH:30]=1)([CH3:24])[CH3:23].[Si:33]([O:40][CH2:41][CH2:42][NH:43][C:44]1[N:49]=[C:48]([O:50][CH3:51])[C:47]([NH:52][C:53]([C:55]2[N:56]=[C:57](Cl)[S:58][CH:59]=2)=[O:54])=[C:46]([O:61][CH3:62])[N:45]=1)([C:36]([CH3:39])([CH3:38])[CH3:37])([CH3:35])[CH3:34], predict the reaction product. The product is: [Si:33]([O:40][CH2:41][CH2:42][NH:43][C:44]1[N:45]=[C:46]([O:61][CH3:62])[C:47]([NH:52][C:53]([C:55]2[N:56]=[C:57]([O:31][C:29]3[CH:30]=[C:25]([CH:22]([CH3:24])[CH3:23])[CH:26]=[CH:27][C:28]=3[CH3:32])[S:58][CH:59]=2)=[O:54])=[C:48]([O:50][CH3:51])[N:49]=1)([C:36]([CH3:37])([CH3:38])[CH3:39])([CH3:34])[CH3:35]. (4) Given the reactants [CH3:1][O:2][C:3]([C:5]1[CH:13]=[C:12]2[C:8]([CH:9]=[CH:10][NH:11]2)=[CH:7][CH:6]=1)=[O:4].Br[C:15]1[CH:20]=[CH:19][C:18]([F:21])=[CH:17][C:16]=1[CH3:22].[O-]P([O-])([O-])=O.[K+].[K+].[K+].CCCCCCCCCCCC.C1(N)CCCCC1N, predict the reaction product. The product is: [CH3:1][O:2][C:3]([C:5]1[CH:13]=[C:12]2[C:8]([CH:9]=[CH:10][N:11]2[C:15]2[CH:20]=[CH:19][C:18]([F:21])=[CH:17][C:16]=2[CH3:22])=[CH:7][CH:6]=1)=[O:4]. (5) The product is: [C:1]12([CH2:11][NH:12][CH2:13][CH:14]([CH:16]3[CH2:21][CH2:20][CH:19]([OH:22])[CH2:18][CH2:17]3)[OH:15])[CH2:2][CH:3]3[CH2:4][CH:5]([CH2:6][CH:7]([CH2:9]3)[CH2:8]1)[CH2:10]2. Given the reactants [C:1]12([CH2:11][NH:12][CH2:13][CH:14]([C:16]3[CH:21]=[CH:20][C:19]([OH:22])=[CH:18][CH:17]=3)[OH:15])[CH2:10][CH:5]3[CH2:6][CH:7]([CH2:9][CH:3]([CH2:4]3)[CH2:2]1)[CH2:8]2, predict the reaction product. (6) Given the reactants Br[C:2]1[CH:3]=[C:4]([Cl:34])[C:5]([N:8]2[CH2:13][CH2:12][N:11]([C:14]3[CH:19]=[C:18]([C:20]4[CH:25]=[CH:24][C:23]([F:26])=[CH:22][CH:21]=4)[N:17]=[C:16]([N:27]4[CH2:31][CH2:30][CH2:29][C@@H:28]4[CH3:32])[N:15]=3)[C@H:10]([CH3:33])[CH2:9]2)=[N:6][CH:7]=1.[CH3:35][N:36](C=O)C, predict the reaction product. The product is: [F:26][C:23]1[CH:24]=[CH:25][C:20]([C:18]2[N:17]=[C:16]([N:27]3[CH2:31][CH2:30][CH2:29][C@@H:28]3[CH3:32])[N:15]=[C:14]([N:11]3[CH2:12][CH2:13][N:8]([C:5]4[C:4]([Cl:34])=[CH:3][C:2]([C:35]#[N:36])=[CH:7][N:6]=4)[CH2:9][C@H:10]3[CH3:33])[CH:19]=2)=[CH:21][CH:22]=1. (7) Given the reactants [NH:1]1[CH2:5][CH2:4][CH:3]([OH:6])[CH2:2]1.[CH3:7][O:8][C:9]1[CH:10]=[C:11]([CH:14]=[CH:15][CH:16]=1)[CH:12]=O.C(O[BH-](OC(=O)C)OC(=O)C)(=O)C.[Na+].C(O)(=O)C.C(=O)(O)[O-].[Na+], predict the reaction product. The product is: [CH3:7][O:8][C:9]1[CH:10]=[C:11]([CH:14]=[CH:15][CH:16]=1)[CH2:12][N:1]1[CH2:5][CH2:4][CH:3]([OH:6])[CH2:2]1.